This data is from Forward reaction prediction with 1.9M reactions from USPTO patents (1976-2016). The task is: Predict the product of the given reaction. Given the reactants [CH3:1][C@H:2]1[CH2:6][CH2:5][CH2:4][N:3]1[C@H:7]1[CH2:11][CH2:10][N:9]([C:12]2[CH:13]=[C:14]3[C:19](=[CH:20][CH:21]=2)[CH2:18][NH:17][CH2:16][CH2:15]3)[CH2:8]1.Br[C:23]1[CH:24]=[C:25]2[C:30](=[CH:31][CH:32]=1)[CH2:29][N:28]([S:33]([C:36]1[CH:41]=[CH:40][C:39]([CH3:42])=[CH:38][CH:37]=1)(=[O:35])=[O:34])[CH2:27][CH2:26]2, predict the reaction product. The product is: [CH3:1][C@H:2]1[CH2:6][CH2:5][CH2:4][N:3]1[C@H:7]1[CH2:11][CH2:10][N:9]([C:12]2[CH:13]=[C:14]3[C:19](=[CH:20][CH:21]=2)[CH2:18][N:17]([C:23]2[CH:24]=[C:25]4[C:30](=[CH:31][CH:32]=2)[CH2:29][N:28]([S:33]([C:36]2[CH:37]=[CH:38][C:39]([CH3:42])=[CH:40][CH:41]=2)(=[O:34])=[O:35])[CH2:27][CH2:26]4)[CH2:16][CH2:15]3)[CH2:8]1.